This data is from Forward reaction prediction with 1.9M reactions from USPTO patents (1976-2016). The task is: Predict the product of the given reaction. (1) Given the reactants ClC1C=C(Cl)C2N(C(C(O)=O)=CN=2)N=1.[Br:15][C:16]1[C:17]2[N:18]([C:23]([C:26]([OH:28])=O)=[CH:24][N:25]=2)[N:19]=[C:20]([Cl:22])[CH:21]=1.CN(C=O)C.C(Cl)(=O)C(Cl)=O.[F:40][C:41]1[CH:42]=[N:43][CH:44]=[CH:45][C:46]=1[NH2:47].CCN(C(C)C)C(C)C.ClC1C=C(Cl)C2N(C(C(NC3C=CN=CC=3F)=O)=CN=2)N=1, predict the reaction product. The product is: [Br:15][C:16]1[C:17]2[N:18]([C:23]([C:26]([NH:47][C:46]3[CH:45]=[CH:44][N:43]=[CH:42][C:41]=3[F:40])=[O:28])=[CH:24][N:25]=2)[N:19]=[C:20]([Cl:22])[CH:21]=1. (2) Given the reactants C([O:3][C:4](=[O:44])[CH2:5][N:6]([S:32]([N:35]1[C:43]2[C:38](=[CH:39][CH:40]=[CH:41][CH:42]=2)[CH2:37][CH2:36]1)(=[O:34])=[O:33])[CH2:7][C:8]1[CH:13]=[CH:12][CH:11]=[C:10]([O:14][CH2:15][C:16]2[N:17]=[C:18]([C:22]3[CH:27]=[CH:26][C:25]([C:28]([F:31])([F:30])[F:29])=[CH:24][CH:23]=3)[O:19][C:20]=2[CH3:21])[CH:9]=1)C.O.[OH-].[Li+], predict the reaction product. The product is: [N:35]1([S:32]([N:6]([CH2:5][C:4]([OH:44])=[O:3])[CH2:7][C:8]2[CH:13]=[CH:12][CH:11]=[C:10]([O:14][CH2:15][C:16]3[N:17]=[C:18]([C:22]4[CH:23]=[CH:24][C:25]([C:28]([F:29])([F:30])[F:31])=[CH:26][CH:27]=4)[O:19][C:20]=3[CH3:21])[CH:9]=2)(=[O:34])=[O:33])[C:43]2[C:38](=[CH:39][CH:40]=[CH:41][CH:42]=2)[CH2:37][CH2:36]1.